Dataset: NCI-60 drug combinations with 297,098 pairs across 59 cell lines. Task: Regression. Given two drug SMILES strings and cell line genomic features, predict the synergy score measuring deviation from expected non-interaction effect. (1) Drug 1: COC1=CC(=CC(=C1O)OC)C2C3C(COC3=O)C(C4=CC5=C(C=C24)OCO5)OC6C(C(C7C(O6)COC(O7)C8=CC=CS8)O)O. Drug 2: C1=C(C(=O)NC(=O)N1)N(CCCl)CCCl. Cell line: SK-MEL-5. Synergy scores: CSS=28.8, Synergy_ZIP=-14.0, Synergy_Bliss=-5.78, Synergy_Loewe=-6.50, Synergy_HSA=-1.94. (2) Drug 1: C1CCC(CC1)NC(=O)N(CCCl)N=O. Drug 2: CCC1(C2=C(COC1=O)C(=O)N3CC4=CC5=C(C=CC(=C5CN(C)C)O)N=C4C3=C2)O.Cl. Cell line: SNB-75. Synergy scores: CSS=28.8, Synergy_ZIP=-3.96, Synergy_Bliss=6.32, Synergy_Loewe=-3.04, Synergy_HSA=7.16. (3) Drug 1: CC1C(C(CC(O1)OC2CC(CC3=C2C(=C4C(=C3O)C(=O)C5=C(C4=O)C(=CC=C5)OC)O)(C(=O)C)O)N)O.Cl. Drug 2: C1=CC(=CC=C1CC(C(=O)O)N)N(CCCl)CCCl.Cl. Cell line: SW-620. Synergy scores: CSS=35.7, Synergy_ZIP=-2.58, Synergy_Bliss=3.23, Synergy_Loewe=-20.1, Synergy_HSA=2.11. (4) Drug 1: C1=C(C(=O)NC(=O)N1)F. Drug 2: C1CNP(=O)(OC1)N(CCCl)CCCl. Cell line: HCC-2998. Synergy scores: CSS=21.4, Synergy_ZIP=-5.96, Synergy_Bliss=-11.9, Synergy_Loewe=-13.9, Synergy_HSA=-11.8. (5) Drug 2: CC(C)CN1C=NC2=C1C3=CC=CC=C3N=C2N. Drug 1: C1C(C(OC1N2C=C(C(=O)NC2=O)F)CO)O. Cell line: NCI-H522. Synergy scores: CSS=5.10, Synergy_ZIP=-4.11, Synergy_Bliss=-3.68, Synergy_Loewe=-4.04, Synergy_HSA=-2.62. (6) Drug 1: C1=NC2=C(N1)C(=S)N=C(N2)N. Drug 2: CC1=C(C=C(C=C1)NC(=O)C2=CC=C(C=C2)CN3CCN(CC3)C)NC4=NC=CC(=N4)C5=CN=CC=C5. Cell line: SNB-19. Synergy scores: CSS=7.79, Synergy_ZIP=-0.527, Synergy_Bliss=2.48, Synergy_Loewe=-3.22, Synergy_HSA=-0.0989. (7) Drug 1: C1=CC(=CC=C1CCC2=CNC3=C2C(=O)NC(=N3)N)C(=O)NC(CCC(=O)O)C(=O)O. Drug 2: C1=CC(=CC=C1C#N)C(C2=CC=C(C=C2)C#N)N3C=NC=N3. Cell line: MOLT-4. Synergy scores: CSS=68.1, Synergy_ZIP=2.25, Synergy_Bliss=1.70, Synergy_Loewe=-23.4, Synergy_HSA=1.54. (8) Drug 1: CC12CCC3C(C1CCC2O)C(CC4=C3C=CC(=C4)O)CCCCCCCCCS(=O)CCCC(C(F)(F)F)(F)F. Drug 2: COC1=NC(=NC2=C1N=CN2C3C(C(C(O3)CO)O)O)N. Cell line: LOX IMVI. Synergy scores: CSS=-2.35, Synergy_ZIP=-0.152, Synergy_Bliss=-2.57, Synergy_Loewe=-4.65, Synergy_HSA=-3.17. (9) Drug 1: CN(C)C1=NC(=NC(=N1)N(C)C)N(C)C. Drug 2: CCC(=C(C1=CC=CC=C1)C2=CC=C(C=C2)OCCN(C)C)C3=CC=CC=C3.C(C(=O)O)C(CC(=O)O)(C(=O)O)O. Cell line: SNB-19. Synergy scores: CSS=-4.18, Synergy_ZIP=1.06, Synergy_Bliss=-2.93, Synergy_Loewe=-4.30, Synergy_HSA=-4.89.